From a dataset of Human liver microsome stability data. Regression/Classification. Given a drug SMILES string, predict its absorption, distribution, metabolism, or excretion properties. Task type varies by dataset: regression for continuous measurements (e.g., permeability, clearance, half-life) or binary classification for categorical outcomes (e.g., BBB penetration, CYP inhibition). Dataset: hlm. The compound is OCCOCCN1CCN(C(c2ccc(Cl)cc2)c2ccc(Cl)cc2)CC1. The result is 0 (unstable in human liver microsomes).